From a dataset of Forward reaction prediction with 1.9M reactions from USPTO patents (1976-2016). Predict the product of the given reaction. (1) Given the reactants [CH3:1][O:2][C:3]1[CH:4]=[C:5]([CH:21]=[CH:22][C:23]=1[O:24][CH3:25])[CH2:6][C@H:7]1[C:16]2[C:11](=[CH:12][C:13]([O:19][CH3:20])=[C:14]([O:17][CH3:18])[CH:15]=2)[CH2:10][CH2:9][NH:8]1.Br[CH2:27][C:28](Br)=[O:29].[CH2:31]([NH:38][CH3:39])[C:32]1[CH:37]=[CH:36][CH:35]=[CH:34][CH:33]=1, predict the reaction product. The product is: [CH3:1][O:2][C:3]1[CH:4]=[C:5]([CH:21]=[CH:22][C:23]=1[O:24][CH3:25])[CH2:6][C@H:7]1[C:16]2[C:11](=[CH:12][C:13]([O:19][CH3:20])=[C:14]([O:17][CH3:18])[CH:15]=2)[CH2:10][CH2:9][N:8]1[CH2:27][C:28]([N:38]([CH2:31][C:32]1[CH:37]=[CH:36][CH:35]=[CH:34][CH:33]=1)[CH3:39])=[O:29]. (2) Given the reactants [CH3:1][O:2][C:3]([C:5]1[CH:10]([C:11]2[CH:16]=[CH:15][C:14]([C:17]#[N:18])=[CH:13][CH:12]=2)[N:9]2[C:19](=[O:39])[N:20]([CH2:22][CH2:23][CH2:24][S:25]([CH2:28][CH2:29][CH2:30][O:31][Si](C(C)(C)C)(C)C)(=[O:27])=[O:26])[N:21]=[C:8]2[N:7]([C:40]2[CH:45]=[CH:44][CH:43]=[C:42]([C:46]([F:49])([F:48])[F:47])[CH:41]=2)[C:6]=1[CH3:50])=[O:4].CCCC[N+](CCCC)(CCCC)CCCC.[F-], predict the reaction product. The product is: [CH3:1][O:2][C:3]([C:5]1[CH:10]([C:11]2[CH:12]=[CH:13][C:14]([C:17]#[N:18])=[CH:15][CH:16]=2)[N:9]2[C:19](=[O:39])[N:20]([CH2:22][CH2:23][CH2:24][S:25]([CH2:28][CH2:29][CH2:30][OH:31])(=[O:26])=[O:27])[N:21]=[C:8]2[N:7]([C:40]2[CH:45]=[CH:44][CH:43]=[C:42]([C:46]([F:48])([F:47])[F:49])[CH:41]=2)[C:6]=1[CH3:50])=[O:4]. (3) Given the reactants O.[CH:2]1[C:18]2[CH2:17][C@H:16]3[N:19]([CH2:21][CH2:22][C@@:8]45[C@H:15]3[CH:14]=[CH:13][C@H:11](O)[C@@H:9]4[O:10][C:6]([C:7]=25)=[C:4]([OH:5])[CH:3]=1)[CH3:20].P(=O)(O)(O)O.O=P12OP3(OP(OP(O3)(O1)=O)(=O)O2)=O, predict the reaction product. The product is: [CH3:20][N:19]1[C@@H:16]2[CH2:17][C:18]3[CH:2]=[CH:3][C:4]([OH:5])=[C:6]([OH:10])[C:7]=3[C:14]3[C:15]2=[C:8]([CH:9]=[CH:11][CH:13]=3)[CH2:22][CH2:21]1. (4) Given the reactants N1CCCCC1.C(O)(=O)C.[Cl:11][C:12]1[CH:17]=[CH:16][N:15]=[C:14]([CH:18]([CH:21]2[CH2:23][CH2:22]2)[CH:19]=O)[C:13]=1[CH3:24].[C:25](OC)(=[O:31])[CH2:26][C:27]([O:29][CH3:30])=[O:28], predict the reaction product. The product is: [Cl:11][C:12]1[CH:17]=[CH:16][N:15]2[C:14]([C:13]=1[CH3:24])=[C:18]([CH:21]1[CH2:23][CH2:22]1)[CH:19]=[C:26]([C:27]([O:29][CH3:30])=[O:28])[C:25]2=[O:31]. (5) Given the reactants [NH2:1][CH2:2][C:3]1[CH:19]=[CH:18][C:6]([O:7][C:8]2[CH:17]=[CH:16][C:11]3[B:12]([OH:15])[O:13][CH2:14][C:10]=3[CH:9]=2)=[CH:5][CH:4]=1.CCN=C=NCCCN(C)C.C1C=CC2N(O)N=NC=2C=1.CCN(CC)CC.[C:48]([O:52][C:53]([NH:55][CH:56]([CH3:60])[C:57](O)=[O:58])=[O:54])([CH3:51])([CH3:50])[CH3:49], predict the reaction product. The product is: [C:48]([O:52][C:53](=[O:54])[NH:55][CH:56]([C:57](=[O:58])[NH:1][CH2:2][C:3]1[CH:19]=[CH:18][C:6]([O:7][C:8]2[CH:17]=[CH:16][C:11]3[B:12]([OH:15])[O:13][CH2:14][C:10]=3[CH:9]=2)=[CH:5][CH:4]=1)[CH3:60])([CH3:49])([CH3:50])[CH3:51].